The task is: Predict the reaction yield, written as a fraction of the theoretical maximum amount of product (1.0 means a 100% yield; for example, 0.34 means a 34% yield).. This data is from Reaction yield outcomes from USPTO patents with 853,638 reactions. (1) The reactants are [C:1](Cl)(Cl)=[S:2].[NH2:5][C:6]1[C:15]2[C:10](=[CH:11][CH:12]=[CH:13][CH:14]=2)[C:9]([CH:16]2[CH2:18][CH2:17]2)=[CH:8][CH:7]=1.C(N(C(C)C)CC)(C)C.Cl. The catalyst is ClCCl.O. The product is [CH:16]1([C:9]2[C:10]3[C:15](=[CH:14][CH:13]=[CH:12][CH:11]=3)[C:6]([N:5]=[C:1]=[S:2])=[CH:7][CH:8]=2)[CH2:18][CH2:17]1. The yield is 0.860. (2) The reactants are Cl[CH2:2][CH:3]1[CH2:7][N:6]([C:8]2[CH:13]=[CH:12][C:11]([O:14][CH2:15][CH2:16][CH2:17][N:18]3[CH2:22][CH2:21][CH2:20][CH:19]3[CH3:23])=[CH:10][CH:9]=2)[C:5](=[O:24])[CH2:4]1.C(=O)([O-])[O-].[K+].[K+].[CH:31]1([N:36]2[CH2:41][CH2:40][NH:39][CH2:38][CH2:37]2)[CH2:35][CH2:34][CH2:33][CH2:32]1.[I-].[Na+]. The catalyst is C(#N)C. The product is [CH:31]1([N:36]2[CH2:37][CH2:38][N:39]([CH2:2][CH:3]3[CH2:7][N:6]([C:8]4[CH:13]=[CH:12][C:11]([O:14][CH2:15][CH2:16][CH2:17][N:18]5[CH2:22][CH2:21][CH2:20][CH:19]5[CH3:23])=[CH:10][CH:9]=4)[C:5](=[O:24])[CH2:4]3)[CH2:40][CH2:41]2)[CH2:32][CH2:33][CH2:34][CH2:35]1. The yield is 0.150. (3) The reactants are [F:1][C:2]1[CH:3]=[C:4]([NH:13][C:14]([C@H:16]2[C:25]3[C:20](=[CH:21][C:22]([O:26][CH3:27])=[CH:23][CH:24]=3)[CH2:19][CH2:18][N:17]2[C:28]([C@@H:30]2[CH2:32][C@H:31]2[CH2:33][C:34]([O:36]CC2C=CC=CC=2)=[O:35])=[O:29])=[O:15])[CH:5]=[C:6]([F:12])[C:7]=1[Si:8]([CH3:11])([CH3:10])[CH3:9]. The catalyst is CO.[C].[Pd]. The product is [F:1][C:2]1[CH:3]=[C:4]([NH:13][C:14]([C@H:16]2[C:25]3[C:20](=[CH:21][C:22]([O:26][CH3:27])=[CH:23][CH:24]=3)[CH2:19][CH2:18][N:17]2[C:28]([C@@H:30]2[CH2:32][C@H:31]2[CH2:33][C:34]([OH:36])=[O:35])=[O:29])=[O:15])[CH:5]=[C:6]([F:12])[C:7]=1[Si:8]([CH3:9])([CH3:10])[CH3:11]. The yield is 0.746.